From a dataset of Full USPTO retrosynthesis dataset with 1.9M reactions from patents (1976-2016). Predict the reactants needed to synthesize the given product. (1) Given the product [Cl:1][C:2]1[N:3]=[C:4]([N:8]2[C:27]([C:28]([F:29])([F:30])[F:31])=[C:21]([C:22]([O:24][CH2:25][CH3:26])=[O:23])[CH:20]=[N:9]2)[CH:5]=[CH:6][N:7]=1, predict the reactants needed to synthesize it. The reactants are: [Cl:1][C:2]1[N:7]=[CH:6][CH:5]=[C:4]([NH:8][NH2:9])[N:3]=1.C(N(CC)CC)C.C(O[CH:20]=[C:21]([C:27](=O)[C:28]([F:31])([F:30])[F:29])[C:22]([O:24][CH2:25][CH3:26])=[O:23])C. (2) Given the product [F:12][C:4]1[C:3]([CH:1]2[CH2:2][O:21]2)=[CH:10][CH:9]=[C:8]([F:11])[C:5]=1[C:6]#[N:7], predict the reactants needed to synthesize it. The reactants are: [CH:1]([C:3]1[C:4]([F:12])=[C:5]([C:8]([F:11])=[CH:9][CH:10]=1)[C:6]#[N:7])=[CH2:2].C1C=C(Cl)C=C(C(OO)=[O:21])C=1. (3) Given the product [NH:18]1[C:19]2[C:15](=[CH:14][C:13]([O:12][C:6]3[C:5]4[C:10](=[CH:11][C:2]([O:1][CH2:30][CH2:29][O:28][CH2:27][CH2:26][O:25][CH3:24])=[C:3]([O:22][CH3:23])[CH:4]=4)[N:9]=[CH:8][N:7]=3)=[CH:21][CH:20]=2)[CH:16]=[CH:17]1, predict the reactants needed to synthesize it. The reactants are: [OH:1][C:2]1[CH:11]=[C:10]2[C:5]([C:6]([O:12][C:13]3[CH:14]=[C:15]4[C:19](=[CH:20][CH:21]=3)[NH:18][CH:17]=[CH:16]4)=[N:7][CH:8]=[N:9]2)=[CH:4][C:3]=1[O:22][CH3:23].[CH3:24][O:25][CH2:26][CH2:27][O:28][CH2:29][CH2:30]O. (4) Given the product [Cl:21][CH:4]([C:6]1[CH:10]=[C:9]([C:11]2[CH:16]=[CH:15][CH:14]=[CH:13][CH:12]=2)[O:8][C:7]=1[CH3:17])[CH2:3][CH:2]([CH3:18])[CH3:1], predict the reactants needed to synthesize it. The reactants are: [CH3:1][CH:2]([CH3:18])[CH2:3][CH:4]([C:6]1[CH:10]=[C:9]([C:11]2[CH:16]=[CH:15][CH:14]=[CH:13][CH:12]=2)[O:8][C:7]=1[CH3:17])O.S(Cl)([Cl:21])=O. (5) Given the product [F:1][C:2]1[CH:3]=[CH:4][C:5]([C:8]2[CH:9]=[C:10]([OH:15])[C:11](=[O:14])[NH:12][N:13]=2)=[CH:6][CH:7]=1, predict the reactants needed to synthesize it. The reactants are: [F:1][C:2]1[CH:7]=[CH:6][C:5]([C:8]2[CH:9]=[C:10]([O:15]C)[C:11](=[O:14])[NH:12][N:13]=2)=[CH:4][CH:3]=1.C(Cl)Cl.B(Br)(Br)Br. (6) Given the product [C:13]([NH:1][C:2]1[C:7]([C:8]([O:10][CH2:11][CH3:12])=[O:9])=[CH:6][N:5]=[CH:4][N:3]=1)(=[O:15])[CH3:14], predict the reactants needed to synthesize it. The reactants are: [NH2:1][C:2]1[C:7]([C:8]([O:10][CH2:11][CH3:12])=[O:9])=[CH:6][N:5]=[CH:4][N:3]=1.[C:13](OC(=O)C)(=[O:15])[CH3:14].